Dataset: Catalyst prediction with 721,799 reactions and 888 catalyst types from USPTO. Task: Predict which catalyst facilitates the given reaction. (1) Reactant: [CH3:1][C:2]1[CH:14]=[C:13]([CH2:15][CH2:16][CH:17]([C:19]2[CH:24]=[CH:23][C:22]([S:25][CH3:26])=[CH:21][CH:20]=2)[OH:18])[CH:12]=[C:11]([CH3:27])[C:3]=1[O:4][C:5]([CH3:10])([CH3:9])[C:6]([OH:8])=[O:7]. Product: [CH3:1][C:2]1[CH:14]=[C:13]([CH2:15][CH2:16][CH:17]([C:19]2[CH:24]=[CH:23][C:22]([S:25][CH3:26])=[CH:21][CH:20]=2)[O:18][CH2:1][CH2:2][CH2:3][CH3:11])[CH:12]=[C:11]([CH3:27])[C:3]=1[O:4][C:5]([CH3:9])([CH3:10])[C:6]([OH:8])=[O:7]. The catalyst class is: 729. (2) Reactant: [CH3:1][O:2][N:3]([CH3:17])[C:4]([C:6]1[O:7][C:8]2[CH:14]=[CH:13][C:12]([O:15][CH3:16])=[CH:11][C:9]=2[CH:10]=1)=[O:5].[Br:18]Br. Product: [Br:18][C:10]1[C:9]2[CH:11]=[C:12]([O:15][CH3:16])[CH:13]=[CH:14][C:8]=2[O:7][C:6]=1[C:4]([N:3]([O:2][CH3:1])[CH3:17])=[O:5]. The catalyst class is: 15. (3) Reactant: [F:1][C:2]1[C:13]([N+:14]([O-])=O)=[CH:12][C:5]2[N:6]([CH3:11])[C:7](=[O:10])[N:8]([CH3:9])[C:4]=2[CH:3]=1.[H][H]. Product: [NH2:14][C:13]1[C:2]([F:1])=[CH:3][C:4]2[N:8]([CH3:9])[C:7](=[O:10])[N:6]([CH3:11])[C:5]=2[CH:12]=1. The catalyst class is: 358. (4) Reactant: [C:1]([CH:3]=[C:4]1[CH2:7][N:6]([C@H:8]2[CH2:13][CH2:12][N:11](C(OC(C)(C)C)=O)[CH2:10][C@H:9]2[F:21])[CH2:5]1)#[N:2].[NH:22]1[CH:26]=[C:25]([C:27]2[C:28]3[CH:35]=[CH:34][N:33]([CH2:36][O:37][CH2:38][CH2:39][Si:40]([CH3:43])([CH3:42])[CH3:41])[C:29]=3[N:30]=[CH:31][N:32]=2)[CH:24]=[N:23]1.N12CCCN=C1CCCCC2. Product: [F:21][C@H:9]1[C@@H:8]([N:6]2[CH2:5][C:4]([CH2:3][C:1]#[N:2])([N:22]3[CH:26]=[C:25]([C:27]4[C:28]5[CH:35]=[CH:34][N:33]([CH2:36][O:37][CH2:38][CH2:39][Si:40]([CH3:43])([CH3:42])[CH3:41])[C:29]=5[N:30]=[CH:31][N:32]=4)[CH:24]=[N:23]3)[CH2:7]2)[CH2:13][CH2:12][NH:11][CH2:10]1. The catalyst class is: 10. (5) Reactant: [CH3:1][O:2][CH2:3][CH2:4][N:5]1[C:13]2[CH:12]=[CH:11][CH:10]=[C:9]([OH:14])[C:8]=2[CH:7]=[CH:6]1.[CH:15]1(Br)[CH2:17][CH2:16]1. Product: [CH:15]1([O:14][C:9]2[CH:10]=[CH:11][CH:12]=[C:13]3[C:8]=2[CH:7]=[CH:6][N:5]3[CH2:4][CH2:3][O:2][CH3:1])[CH2:17][CH2:16]1. The catalyst class is: 80. (6) Reactant: Br[C:2]1[CH:11]=[C:10]([F:12])[C:5]2[C:6](=O)[O:7][CH2:8][C:4]=2[CH:3]=1.[CH2:13]([Sn](CCCC)(CCCC)CCCC)[CH:14]=[CH2:15].[Cl-].[Li+]. Product: [CH2:15]([C:2]1[CH:11]=[C:10]([F:12])[C:5]2=[CH:6][O:7][CH:8]=[C:4]2[CH:3]=1)[CH:14]=[CH2:13]. The catalyst class is: 11.